Predict which catalyst facilitates the given reaction. From a dataset of Catalyst prediction with 721,799 reactions and 888 catalyst types from USPTO. (1) Reactant: [OH:1][C:2]1[CH:3]=[C:4]2[C:8](=[CH:9][CH:10]=1)[CH2:7][CH:6]([C:11]([O:13][CH3:14])=[O:12])[CH2:5]2.[CH2:15](O)[C:16]1[CH:21]=[CH:20][CH:19]=[CH:18][CH:17]=1.C1(P(C2C=CC=CC=2)C2C=CC=CC=2)C=CC=CC=1.N(C(OCC)=O)=NC(OCC)=O. Product: [CH2:15]([O:1][C:2]1[CH:3]=[C:4]2[C:8](=[CH:9][CH:10]=1)[CH2:7][CH:6]([C:11]([O:13][CH3:14])=[O:12])[CH2:5]2)[C:16]1[CH:21]=[CH:20][CH:19]=[CH:18][CH:17]=1. The catalyst class is: 49. (2) Reactant: [F:1][C:2]1[CH:11]=[CH:10][C:9]([F:12])=[CH:8][C:3]=1[C:4]([NH:6][NH2:7])=[O:5].[Si:13]([O:20][CH2:21][CH2:22][CH2:23][C:24]([C:26]1[CH:31]=[CH:30][CH:29]=[CH:28][CH:27]=1)=O)([C:16]([CH3:19])([CH3:18])[CH3:17])([CH3:15])[CH3:14]. The catalyst class is: 32. Product: [Si:13]([O:20][CH2:21][CH2:22][CH2:23]/[C:24](=[N:7]\[NH:6][C:4](=[O:5])[C:3]1[CH:8]=[C:9]([F:12])[CH:10]=[CH:11][C:2]=1[F:1])/[C:26]1[CH:27]=[CH:28][CH:29]=[CH:30][CH:31]=1)([C:16]([CH3:19])([CH3:18])[CH3:17])([CH3:15])[CH3:14]. (3) Reactant: [CH3:1][C:2]1[CH:7]=[CH:6][C:5]([C:8]2[O:9][C:10]([CH3:13])=[N:11][N:12]=2)=[CH:4][C:3]=1[C:14]1[CH:19]=[CH:18][C:17]([C:20]([OH:22])=O)=[CH:16][CH:15]=1.C1C=CC2N(O)N=NC=2C=1.Cl.CN(C)CCCN=C=NCC.[CH3:45][N:46]([CH3:55])[C:47]1[CH:48]=[C:49]([CH:52]=[CH:53][CH:54]=1)[CH2:50][NH2:51]. Product: [CH3:45][N:46]([CH3:55])[C:47]1[CH:48]=[C:49]([CH:52]=[CH:53][CH:54]=1)[CH2:50][NH:51][C:20]([C:17]1[CH:18]=[CH:19][C:14]([C:3]2[CH:4]=[C:5]([C:8]3[O:9][C:10]([CH3:13])=[N:11][N:12]=3)[CH:6]=[CH:7][C:2]=2[CH3:1])=[CH:15][CH:16]=1)=[O:22]. The catalyst class is: 3. (4) Reactant: Br[C:2]1[CH:7]=[CH:6][C:5]([C:8]2[C:9]3[N:10]([C:14]([N:19]([CH2:24][CH:25]4[CH2:27][CH2:26]4)[CH2:20][CH:21]4[CH2:23][CH2:22]4)=[C:15]([S:17][CH3:18])[N:16]=3)[CH:11]=[CH:12][N:13]=2)=[C:4]([O:28][CH3:29])[CH:3]=1.C(OCC)(=O)C.[CH3:36][N:37](C)C=O. Product: [CH:21]1([CH2:20][N:19]([CH2:24][CH:25]2[CH2:27][CH2:26]2)[C:14]2[N:10]3[CH:11]=[CH:12][N:13]=[C:8]([C:5]4[CH:6]=[CH:7][C:2]([C:36]#[N:37])=[CH:3][C:4]=4[O:28][CH3:29])[C:9]3=[N:16][C:15]=2[S:17][CH3:18])[CH2:23][CH2:22]1. The catalyst class is: 507. (5) The catalyst class is: 56. Product: [F:1][C:2]([F:29])([F:30])[C:3]1[CH:4]=[C:5]([CH:22]=[C:23]([C:25]([F:28])([F:27])[F:26])[CH:24]=1)[CH2:6][O:7][CH2:8][C:9]1([C:16]2[CH:21]=[CH:20][CH:19]=[CH:18][CH:17]=2)[CH2:15][CH2:14][CH2:13][CH:12]([OH:31])[CH2:11][CH2:10]1. Reactant: [F:1][C:2]([F:30])([F:29])[C:3]1[CH:4]=[C:5]([CH:22]=[C:23]([C:25]([F:28])([F:27])[F:26])[CH:24]=1)[CH2:6][O:7][CH2:8][C:9]1([C:16]2[CH:21]=[CH:20][CH:19]=[CH:18][CH:17]=2)[CH2:15][CH2:14][CH:13]=[CH:12][CH2:11][CH2:10]1.[OH2:31].OO.[OH-].[Na+]. (6) Reactant: [NH2:1][C:2]1[CH:10]=[CH:9][C:5]([C:6]([OH:8])=O)=[CH:4][C:3]=1[N+:11]([O-:13])=[O:12].CCN=C=NCCCN(C)C.C1C=CC2N(O)N=NC=2C=1.[CH3:35][C:36]1[CH:37]=[C:38]([CH:40]=[CH:41][C:42]=1[CH3:43])[NH2:39]. Product: [NH2:1][C:2]1[CH:10]=[CH:9][C:5]([C:6]([NH:39][C:38]2[CH:40]=[CH:41][C:42]([CH3:43])=[C:36]([CH3:35])[CH:37]=2)=[O:8])=[CH:4][C:3]=1[N+:11]([O-:13])=[O:12]. The catalyst class is: 173. (7) Reactant: O(Cl)Cl.[P+3].[CH:5]1([N:11]2[C:15]3[N:16]=[C:17]([CH:21]4[CH2:24][N:23]([C:25]5[S:26][CH:27]=[C:28]([C:30]6[CH:35]=[CH:34][CH:33]=[CH:32][CH:31]=6)[N:29]=5)[CH2:22]4)[NH:18][C:19](=[O:20])[C:14]=3[CH:13]=[N:12]2)[CH2:10][CH2:9][CH2:8][CH2:7][CH2:6]1.[OH-].[Na+].[C:38]([OH:41])(=O)[CH3:39].[NH:42]1[CH2:47]CO[CH2:44][CH2:43]1.C([BH3-])#N.[Na+]. Product: [CH:5]1([N:11]2[C:15]3[N:16]=[C:17]([CH:21]4[CH2:24][N:23]([C:25]5[S:26][C:27]([CH2:47][N:42]6[CH2:39][CH2:38][O:41][CH2:44][CH2:43]6)=[C:28]([C:30]6[CH:31]=[CH:32][CH:33]=[CH:34][CH:35]=6)[N:29]=5)[CH2:22]4)[NH:18][C:19](=[O:20])[C:14]=3[CH:13]=[N:12]2)[CH2:10][CH2:9][CH2:8][CH2:7][CH2:6]1. The catalyst class is: 3.